Dataset: Full USPTO retrosynthesis dataset with 1.9M reactions from patents (1976-2016). Task: Predict the reactants needed to synthesize the given product. The reactants are: [CH:1]1([C:4]([N:6](C)C)=[CH2:5])[CH2:3][CH2:2]1.[F:9][C:10]([F:23])([F:22])[C:11]1[CH:21]=[CH:20][CH:19]=[CH:18][C:12]=1[C:13]([N:15]=[C:16]=[O:17])=O.C([O-])(=O)C.[NH4+].C(O)(=O)C. Given the product [CH:1]1([C:4]2[N:6]=[C:13]([C:12]3[CH:18]=[CH:19][CH:20]=[CH:21][C:11]=3[C:10]([F:23])([F:22])[F:9])[NH:15][C:16](=[O:17])[CH:5]=2)[CH2:3][CH2:2]1, predict the reactants needed to synthesize it.